Dataset: Catalyst prediction with 721,799 reactions and 888 catalyst types from USPTO. Task: Predict which catalyst facilitates the given reaction. (1) Reactant: [Cl:1][C:2]1[CH:3]=[N:4][C:5]2[N:6]([N:8]=[C:9]([CH2:11][OH:12])[N:10]=2)[CH:7]=1.CC1(C)N([O])C(C)(C)CCC1.C(O)(=O)C.C(O)(=O)C.IC1C=CC=CC=1.COC(C)(C)C. Product: [Cl:1][C:2]1[CH:3]=[N:4][C:5]2[N:6]([N:8]=[C:9]([CH:11]=[O:12])[N:10]=2)[CH:7]=1. The catalyst class is: 2. (2) Reactant: [CH2:1]([C:3]1[N:7]([C:8]2[N:16]=[C:15]3[C:11]([N:12]=[C:13]([CH:18]=O)[N:14]3[CH3:17])=[C:10]([N:20]3[CH2:25][CH2:24][O:23][CH2:22][CH2:21]3)[N:9]=2)[C:6]2[CH:26]=[CH:27][CH:28]=[CH:29][C:5]=2[N:4]=1)[CH3:2].[NH:30]1[CH2:33][CH:32]([N:34]2[CH2:39][CH2:38][S:37](=[O:41])(=[O:40])[CH2:36][CH2:35]2)[CH2:31]1.C(O[BH-](OC(=O)C)OC(=O)C)(=O)C.[Na+]. Product: [CH2:1]([C:3]1[N:7]([C:8]2[N:16]=[C:15]3[C:11]([N:12]=[C:13]([CH2:18][N:30]4[CH2:33][CH:32]([N:34]5[CH2:39][CH2:38][S:37](=[O:41])(=[O:40])[CH2:36][CH2:35]5)[CH2:31]4)[N:14]3[CH3:17])=[C:10]([N:20]3[CH2:21][CH2:22][O:23][CH2:24][CH2:25]3)[N:9]=2)[C:6]2[CH:26]=[CH:27][CH:28]=[CH:29][C:5]=2[N:4]=1)[CH3:2]. The catalyst class is: 26. (3) Reactant: [H-].[Al+3].[Li+].[H-].[H-].[H-].[CH2:7]([O:14][CH2:15][CH2:16][CH:17]1[CH2:22][CH2:21][N:20]([C:23]2[CH:24]=[N:25][CH:26]=[C:27]([O:29][CH2:30][C@@H:31]3[CH2:34][CH2:33][N:32]3[C:35](OC(C)(C)C)=O)[CH:28]=2)[CH2:19][CH2:18]1)[C:8]1[CH:13]=[CH:12][CH:11]=[CH:10][CH:9]=1.[O-]S([O-])(=O)=O.[Na+].[Na+].CCOCC. Product: [CH2:7]([O:14][CH2:15][CH2:16][CH:17]1[CH2:18][CH2:19][N:20]([C:23]2[CH:24]=[N:25][CH:26]=[C:27]([O:29][CH2:30][C@@H:31]3[CH2:34][CH2:33][N:32]3[CH3:35])[CH:28]=2)[CH2:21][CH2:22]1)[C:8]1[CH:9]=[CH:10][CH:11]=[CH:12][CH:13]=1. The catalyst class is: 20. (4) Reactant: C(NC(C)C)(C)C.C([Li])CCC.[CH2:13]([SnH:17]([CH2:22][CH2:23][CH2:24][CH3:25])[CH2:18][CH2:19][CH2:20][CH3:21])[CH2:14][CH2:15][CH3:16].[CH3:26][O:27][CH2:28][CH2:29][O:30][CH2:31]Cl. Product: [CH2:22]([Sn:17]([CH2:13][CH2:14][CH2:15][CH3:16])([CH2:18][CH2:19][CH2:20][CH3:21])[CH2:26][O:27][CH2:28][CH2:29][O:30][CH3:31])[CH2:23][CH2:24][CH3:25]. The catalyst class is: 469. (5) The catalyst class is: 112. Reactant: [F:1][C:2]1[CH:3]=[C:4]2[C:12](=[CH:13][CH:14]=1)[NH:11][C:10]1[C:9]([C:15]([OH:17])=O)=[CH:8][CH:7]=[CH:6][C:5]2=1.[CH3:18][N:19]1[C:23]([C:24]2[CH:25]=[C:26]([CH:28]=[CH:29][CH:30]=2)[NH2:27])=[CH:22][N:21]=[C:20]1[CH3:31].Cl.C(N=C=NCCCN(C)C)C. Product: [CH3:18][N:19]1[C:23]([C:24]2[CH:25]=[C:26]([NH:27][C:15]([C:9]3[C:10]4[NH:11][C:12]5[C:4](=[CH:3][C:2]([F:1])=[CH:14][CH:13]=5)[C:5]=4[CH:6]=[CH:7][CH:8]=3)=[O:17])[CH:28]=[CH:29][CH:30]=2)=[CH:22][N:21]=[C:20]1[CH3:31].